Dataset: Full USPTO retrosynthesis dataset with 1.9M reactions from patents (1976-2016). Task: Predict the reactants needed to synthesize the given product. Given the product [OH:4][CH2:3][C:2]([CH3:1])([C:10]1[CH:15]=[CH:14][CH:13]=[CH:12][CH:11]=1)[CH2:5][CH2:6][CH2:7][CH2:8][N:20]1[C:16](=[O:26])[C:17]2[C:18](=[CH:22][CH:23]=[CH:24][CH:25]=2)[C:19]1=[O:21], predict the reactants needed to synthesize it. The reactants are: [CH3:1][C:2]([C:10]1[CH:15]=[CH:14][CH:13]=[CH:12][CH:11]=1)([CH2:5][CH2:6][CH2:7][CH2:8]Br)[CH2:3][OH:4].[C:16]1(=[O:26])[NH:20][C:19](=[O:21])[C:18]2=[CH:22][CH:23]=[CH:24][CH:25]=[C:17]12.[K].CCOCC.